From a dataset of Merck oncology drug combination screen with 23,052 pairs across 39 cell lines. Regression. Given two drug SMILES strings and cell line genomic features, predict the synergy score measuring deviation from expected non-interaction effect. (1) Drug 1: O=S1(=O)NC2(CN1CC(F)(F)F)C1CCC2Cc2cc(C=CCN3CCC(C(F)(F)F)CC3)ccc2C1. Drug 2: COC1CC2CCC(C)C(O)(O2)C(=O)C(=O)N2CCCCC2C(=O)OC(C(C)CC2CCC(OP(C)(C)=O)C(OC)C2)CC(=O)C(C)C=C(C)C(O)C(OC)C(=O)C(C)CC(C)C=CC=CC=C1C. Cell line: OV90. Synergy scores: synergy=24.8. (2) Drug 1: CCC1=CC2CN(C1)Cc1c([nH]c3ccccc13)C(C(=O)OC)(c1cc3c(cc1OC)N(C)C1C(O)(C(=O)OC)C(OC(C)=O)C4(CC)C=CCN5CCC31C54)C2. Drug 2: C#Cc1cccc(Nc2ncnc3cc(OCCOC)c(OCCOC)cc23)c1. Cell line: ZR751. Synergy scores: synergy=31.5. (3) Drug 1: N#Cc1ccc(Cn2cncc2CN2CCN(c3cccc(Cl)c3)C(=O)C2)cc1. Drug 2: NC1CCCCC1N.O=C(O)C(=O)O.[Pt+2]. Cell line: DLD1. Synergy scores: synergy=5.81. (4) Drug 1: CCN(CC)CCNC(=O)c1c(C)[nH]c(C=C2C(=O)Nc3ccc(F)cc32)c1C. Drug 2: Cn1nnc2c(C(N)=O)ncn2c1=O. Cell line: UACC62. Synergy scores: synergy=11.3. (5) Synergy scores: synergy=18.4. Drug 2: CCc1c2c(nc3ccc(O)cc13)-c1cc3c(c(=O)n1C2)COC(=O)C3(O)CC. Drug 1: O=S1(=O)NC2(CN1CC(F)(F)F)C1CCC2Cc2cc(C=CCN3CCC(C(F)(F)F)CC3)ccc2C1. Cell line: KPL1. (6) Cell line: ZR751. Drug 2: CNC(=O)c1cc(Oc2ccc(NC(=O)Nc3ccc(Cl)c(C(F)(F)F)c3)cc2)ccn1. Drug 1: CC1CC2C3CCC4=CC(=O)C=CC4(C)C3(F)C(O)CC2(C)C1(O)C(=O)CO. Synergy scores: synergy=-17.4.